Dataset: Full USPTO retrosynthesis dataset with 1.9M reactions from patents (1976-2016). Task: Predict the reactants needed to synthesize the given product. Given the product [F:41][CH2:40][O:22][C:21]([C@@:19]12[CH2:18][N:17]([S:24]([C:27]3[CH:32]=[CH:31][CH:30]=[C:29]([N:33]4[CH2:37][CH2:36][C@@H:35]([F:38])[CH2:34]4)[CH:28]=3)(=[O:25])=[O:26])[CH2:16][CH2:15][C:14]1=[CH:13][C:12]1[N:8]([C:5]3[CH:4]=[CH:3][C:2]([F:1])=[CH:7][CH:6]=3)[N:9]=[CH:10][C:11]=1[CH2:20]2)=[O:23], predict the reactants needed to synthesize it. The reactants are: [F:1][C:2]1[CH:7]=[CH:6][C:5]([N:8]2[C:12]3[CH:13]=[C:14]4[C@:19]([C:21]([OH:23])=[O:22])([CH2:20][C:11]=3[CH:10]=[N:9]2)[CH2:18][N:17]([S:24]([C:27]2[CH:32]=[CH:31][CH:30]=[C:29]([N:33]3[CH2:37][CH2:36][C@@H:35]([F:38])[CH2:34]3)[CH:28]=2)(=[O:26])=[O:25])[CH2:16][CH2:15]4)=[CH:4][CH:3]=1.Br[CH2:40][F:41].C(=O)([O-])[O-].[Na+].[Na+].